This data is from hERG potassium channel inhibition data for cardiac toxicity prediction from Karim et al.. The task is: Regression/Classification. Given a drug SMILES string, predict its toxicity properties. Task type varies by dataset: regression for continuous values (e.g., LD50, hERG inhibition percentage) or binary classification for toxic/non-toxic outcomes (e.g., AMES mutagenicity, cardiotoxicity, hepatotoxicity). Dataset: herg_karim. (1) The compound is O=C(NCc1ccc(OC(F)(F)F)cc1)C1c2ccccc2C(=O)N1CCc1ccc(F)cn1. The result is 1 (blocker). (2) The compound is CCCn1c(-c2ccccc2)cc(C(=O)N(C)CCCN2CCN(c3cccc(C)c3C)CC2)c1C. The result is 1 (blocker). (3) The drug is Cc1nc[nH]c1CN1CCc2c(c3ccccc3n2C)C1=O. The result is 1 (blocker). (4) The compound is CCOc1nc(C(=O)NCc2ccc(S(C)(=O)=O)cc2)cc(N)c1C#N. The result is 0 (non-blocker). (5) The compound is Fc1ccc(CC2(c3ccc4[nH]ccc4c3)CCNC2)cc1. The result is 1 (blocker). (6) The molecule is N[C@H](C(=O)N1CC[C@H](F)C1)[C@H]1CC[C@@H](NC(=O)OCc2ccccc2)CC1. The result is 0 (non-blocker). (7) The drug is NC[C@@H](O)COc1ccccc1C(=O)CCc1ccccc1. The result is 0 (non-blocker).